Predict the reactants needed to synthesize the given product. From a dataset of Full USPTO retrosynthesis dataset with 1.9M reactions from patents (1976-2016). (1) Given the product [CH:2]1([CH2:1][O:3][C:4]2[CH:26]=[CH:25][C:7]3[C:8]([CH2:11][O:12][C:13]4[CH:21]=[CH:20][CH:19]=[C:18]5[C:14]=4[CH:15]=[C:16]([C:22]([OH:24])=[O:23])[NH:17]5)=[CH:9][O:10][C:6]=3[CH:5]=2)[CH2:28][CH2:27]1, predict the reactants needed to synthesize it. The reactants are: [CH2:1]([O:3][C:4]1[CH:26]=[CH:25][C:7]2[C:8]([CH2:11][O:12][C:13]3[CH:21]=[CH:20][CH:19]=[C:18]4[C:14]=3[CH:15]=[C:16]([C:22]([OH:24])=[O:23])[NH:17]4)=[CH:9][O:10][C:6]=2[CH:5]=1)[CH3:2].[CH2:27](OC(C1C2C=CC(O)=CC=2OC=1)=O)[CH3:28].BrCC1CC1. (2) Given the product [NH2:18][C:11]1[CH:10]=[CH:9][C:8]([CH2:7][N:1]2[CH2:2][CH2:3][O:4][CH2:5][CH2:6]2)=[CH:17][C:12]=1[C:13]([O:15][CH3:16])=[O:14], predict the reactants needed to synthesize it. The reactants are: [N:1]1([CH2:7][C:8]2[CH:9]=[CH:10][C:11]([N+:18]([O-])=O)=[C:12]([CH:17]=2)[C:13]([O:15][CH3:16])=[O:14])[CH2:6][CH2:5][O:4][CH2:3][CH2:2]1.[Cl-].[NH4+]. (3) Given the product [C:1]([O:5][C:6]([N:8]1[CH2:12][C@@H:11]([CH2:13][NH:26][CH2:25][CH:22]2[CH2:24][CH2:23]2)[C@H:10]([CH2:15][C:16]2[CH:21]=[CH:20][CH:19]=[CH:18][CH:17]=2)[CH2:9]1)=[O:7])([CH3:4])([CH3:3])[CH3:2], predict the reactants needed to synthesize it. The reactants are: [C:1]([O:5][C:6]([N:8]1[CH2:12][C@@H:11]([CH:13]=O)[C@H:10]([CH2:15][C:16]2[CH:21]=[CH:20][CH:19]=[CH:18][CH:17]=2)[CH2:9]1)=[O:7])([CH3:4])([CH3:3])[CH3:2].[CH:22]1([CH2:25][NH2:26])[CH2:24][CH2:23]1.